Task: Predict the product of the given reaction.. Dataset: Forward reaction prediction with 1.9M reactions from USPTO patents (1976-2016) (1) Given the reactants Cl[C:2]1[C:3]2[C:10]([C:11]3[CH:16]=[CH:15][CH:14]=[CH:13][CH:12]=3)=[C:9]([C:17]3[CH:22]=[CH:21][C:20]([O:23][CH2:24][CH2:25][N:26]4[CH2:30][CH2:29][CH2:28][CH2:27]4)=[CH:19][CH:18]=3)[O:8][C:4]=2[N:5]=[CH:6][N:7]=1.[CH2:31]([N:33]1[CH2:38][CH2:37][N:36]([CH2:39][CH2:40][NH2:41])[CH2:35][CH2:34]1)[CH3:32].CCN(C(C)C)C(C)C, predict the reaction product. The product is: [CH2:31]([N:33]1[CH2:38][CH2:37][N:36]([CH2:39][CH2:40][NH:41][C:2]2[C:3]3[C:10]([C:11]4[CH:16]=[CH:15][CH:14]=[CH:13][CH:12]=4)=[C:9]([C:17]4[CH:22]=[CH:21][C:20]([O:23][CH2:24][CH2:25][N:26]5[CH2:30][CH2:29][CH2:28][CH2:27]5)=[CH:19][CH:18]=4)[O:8][C:4]=3[N:5]=[CH:6][N:7]=2)[CH2:35][CH2:34]1)[CH3:32]. (2) Given the reactants [OH:1][NH:2][C:3]([C:5]1[CH:6]=[CH:7][C:8]2[CH:9]([CH:19]3[CH2:24][CH2:23][N:22](C(=O)C(F)(F)F)[CH2:21][CH2:20]3)[C:10]3[C:15]([O:16][C:17]=2[CH:18]=1)=[CH:14][CH:13]=[CH:12][CH:11]=3)=[NH:4].[C:31](N1C=CN=C1)(N1C=CN=C1)=[O:32], predict the reaction product. The product is: [NH:22]1[CH2:23][CH2:24][CH:19]([CH:9]2[C:8]3[CH:7]=[CH:6][C:5]([C:3]4[NH:4][C:31](=[O:32])[O:1][N:2]=4)=[CH:18][C:17]=3[O:16][C:15]3[C:10]2=[CH:11][CH:12]=[CH:13][CH:14]=3)[CH2:20][CH2:21]1. (3) Given the reactants [OH:1][C:2]1[CH:3]=[C:4]([CH:7]=[CH:8][C:9]=1[O:10][CH2:11][CH2:12][CH2:13][CH3:14])[CH:5]=O.[CH3:15][C:16]([C:18]1[CH:23]=[C:22]([O:24][CH3:25])[CH:21]=[C:20]([O:26][CH3:27])[CH:19]=1)=[O:17].[OH-].[Na+], predict the reaction product. The product is: [OH:1][C:2]1[CH:3]=[C:4](/[CH:5]=[CH:15]/[C:16]([C:18]2[CH:19]=[C:20]([O:26][CH3:27])[CH:21]=[C:22]([O:24][CH3:25])[CH:23]=2)=[O:17])[CH:7]=[CH:8][C:9]=1[O:10][CH2:11][CH2:12][CH2:13][CH3:14]. (4) Given the reactants [C:1]([C:5]1[CH:9]=[C:8]([C:10]([O:12]CC)=[O:11])[N:7]([C:15]2[CH:20]=[CH:19][CH:18]=[C:17]([F:21])[CH:16]=2)[N:6]=1)([CH3:4])([CH3:3])[CH3:2].C1COCC1.CCO, predict the reaction product. The product is: [C:1]([C:5]1[CH:9]=[C:8]([C:10]([OH:12])=[O:11])[N:7]([C:15]2[CH:20]=[CH:19][CH:18]=[C:17]([F:21])[CH:16]=2)[N:6]=1)([CH3:4])([CH3:2])[CH3:3]. (5) Given the reactants [NH:1]1[CH:5]=[CH:4][CH:3]=[N:2]1.[H-].[Na+].Br[CH:9]([C:11]1[CH:20]=[CH:19][C:14]([C:15]([O:17][CH3:18])=[O:16])=[CH:13][CH:12]=1)[CH3:10], predict the reaction product. The product is: [N:1]1([CH:9]([C:11]2[CH:20]=[CH:19][C:14]([C:15]([O:17][CH3:18])=[O:16])=[CH:13][CH:12]=2)[CH3:10])[CH:5]=[CH:4][CH:3]=[N:2]1.